This data is from Full USPTO retrosynthesis dataset with 1.9M reactions from patents (1976-2016). The task is: Predict the reactants needed to synthesize the given product. Given the product [C:18]1([CH2:24][CH2:25][C:26]([NH:3][C@H:4]([C:15]([OH:17])=[O:16])[CH2:5][C:6]2[C:14]3[C:9](=[CH:10][CH:11]=[CH:12][CH:13]=3)[NH:8][CH:7]=2)=[O:27])[CH:23]=[CH:22][CH:21]=[CH:20][CH:19]=1, predict the reactants needed to synthesize it. The reactants are: [OH-].[Na+].[NH2:3][CH:4]([C:15]([OH:17])=[O:16])[CH2:5][C:6]1[C:14]2[C:9](=[CH:10][CH:11]=[CH:12][CH:13]=2)[NH:8][CH:7]=1.[C:18]1([CH2:24][CH2:25][C:26](Cl)=[O:27])[CH:23]=[CH:22][CH:21]=[CH:20][CH:19]=1.Cl.